Dataset: Full USPTO retrosynthesis dataset with 1.9M reactions from patents (1976-2016). Task: Predict the reactants needed to synthesize the given product. (1) Given the product [CH3:37][O:5][C:4](=[O:6])[C:3]1[CH:7]=[CH:8][C:9]([NH:11][C:12]([C:14]2[CH:23]=[C:22]3[C:17]([CH2:18][CH2:19][CH2:20][N:21]3[S:24]([C:27]3[CH:32]=[C:31]([Cl:33])[CH:30]=[CH:29][C:28]=3[O:34][CH3:35])(=[O:26])=[O:25])=[CH:16][CH:15]=2)=[O:13])=[CH:10][C:2]=1[Cl:1], predict the reactants needed to synthesize it. The reactants are: [Cl:1][C:2]1[CH:10]=[C:9]([NH:11][C:12]([C:14]2[CH:23]=[C:22]3[C:17]([CH2:18][CH2:19][CH2:20][N:21]3[S:24]([C:27]3[CH:32]=[C:31]([Cl:33])[CH:30]=[CH:29][C:28]=3[O:34][CH3:35])(=[O:26])=[O:25])=[CH:16][CH:15]=2)=[O:13])[CH:8]=[CH:7][C:3]=1[C:4]([OH:6])=[O:5].Cl[C:37]1C=CC(OC)=C(S(Cl)(=O)=O)C=1. (2) Given the product [CH2:30]([O:37][C:38]([N:40]1[CH2:45][CH2:44][CH:43]([CH2:46][OH:47])[CH:42]([OH:48])[CH2:41]1)=[O:39])[C:31]1[CH:32]=[CH:33][CH:34]=[CH:35][CH:36]=1, predict the reactants needed to synthesize it. The reactants are: C(N1CCC(CO)C(O)C1)C1C=CC=CC=1.ClC(OCC1C=CC=CC=1)=O.[OH-].[Na+].[CH2:30]([O:37][C:38]([N:40]1[CH2:45][CH2:44][C@@H:43]([CH2:46][OH:47])[C@H:42]([OH:48])[CH2:41]1)=[O:39])[C:31]1[CH:36]=[CH:35][CH:34]=[CH:33][CH:32]=1. (3) Given the product [CH:8]1([CH2:7][N:5]2[CH:6]=[C:2]([N:24]3[CH2:28][CH2:27][CH2:26][C:25]3=[O:29])[N:3]=[C:4]2/[CH:11]=[CH:12]/[C:13]2[N:21]=[C:20]3[N:15]([C:16]([CH3:23])=[N:17][CH:18]=[C:19]3[CH3:22])[N:14]=2)[CH2:10][CH2:9]1, predict the reactants needed to synthesize it. The reactants are: Br[C:2]1[N:3]=[C:4](/[CH:11]=[CH:12]/[C:13]2[N:21]=[C:20]3[N:15]([C:16]([CH3:23])=[N:17][CH:18]=[C:19]3[CH3:22])[N:14]=2)[N:5]([CH2:7][CH:8]2[CH2:10][CH2:9]2)[CH:6]=1.[NH:24]1[CH2:28][CH2:27][CH2:26][C:25]1=[O:29]. (4) Given the product [CH3:16][O:17][C:18](=[O:36])[C@@H:19]([NH:20][C:21]([O:23][C:24]([CH3:26])([CH3:25])[CH3:27])=[O:22])[CH2:28][C:29]1[CH:34]=[CH:33][C:32]([O:6][S:3]([C:2]([F:15])([F:14])[F:1])(=[O:5])=[O:4])=[CH:31][CH:30]=1, predict the reactants needed to synthesize it. The reactants are: [F:1][C:2]([F:15])([F:14])[S:3]([O:6]S(C(F)(F)F)(=O)=O)(=[O:5])=[O:4].[CH3:16][O:17][C:18](=[O:36])[C@H:19]([CH2:28][C:29]1[CH:34]=[CH:33][C:32](O)=[CH:31][CH:30]=1)[NH:20][C:21]([O:23][C:24]([CH3:27])([CH3:26])[CH3:25])=[O:22].N1C=CC=CC=1.